This data is from Forward reaction prediction with 1.9M reactions from USPTO patents (1976-2016). The task is: Predict the product of the given reaction. (1) Given the reactants [C:1]([NH:8][C:9](=O)[O-])([O:3][C:4]([CH3:7])([CH3:6])[CH3:5])=[O:2].C([O:16]Cl)(C)(C)C.[CH2:18]1[C:22]2([CH2:27][CH2:26][N:25]([C:28]([O:30][CH2:31][C:32]3[CH:37]=[CH:36][CH:35]=[CH:34][CH:33]=3)=[O:29])[CH2:24][CH2:23]2)[CH2:21]C=[CH:19]1, predict the reaction product. The product is: [CH3:7][C:4]([O:3][C:1]([NH:8][CH:9]1[CH:19]([OH:16])[CH2:18][C:22]2([CH2:27][CH2:26][N:25]([C:28]([O:30][CH2:31][C:32]3[CH:37]=[CH:36][CH:35]=[CH:34][CH:33]=3)=[O:29])[CH2:24][CH2:23]2)[CH2:21]1)=[O:2])([CH3:5])[CH3:6]. (2) The product is: [C:18]([O:17][C:15]([N:22]1[CH2:27][CH2:26][N:25]([CH2:13][CH2:12][C:8]2[CH:7]=[C:6]3[C:11](=[CH:10][CH:9]=2)[C:2](=[O:1])[O:3][CH2:4][CH2:5]3)[CH2:24][CH2:23]1)=[O:16])([CH3:21])([CH3:19])[CH3:20]. Given the reactants [O:1]=[C:2]1[C:11]2[C:6](=[CH:7][C:8]([CH2:12][CH:13]=O)=[CH:9][CH:10]=2)[CH2:5][CH2:4][O:3]1.[C:15]([N:22]1[CH2:27][CH2:26][NH:25][CH2:24][CH2:23]1)([O:17][C:18]([CH3:21])([CH3:20])[CH3:19])=[O:16].C(O[BH-](OC(=O)C)OC(=O)C)(=O)C.[Na+].C(=O)(O)[O-].[Na+], predict the reaction product. (3) Given the reactants [F:1][C:2]1[CH:11]=[C:10]([F:12])[CH:9]=[C:8]2[C:3]=1[C:4]([NH:20][C:21]1[CH:22]=[N:23][CH:24]=[C:25]([N:27]3[CH2:32][CH2:31][O:30][CH2:29][CH2:28]3)[CH:26]=1)=[C:5]([CH3:19])[C:6]([N:13]1[CH2:18][CH2:17][NH:16][CH2:15][CH2:14]1)=[N:7]2.[O:33]1[CH:37]=[C:36]([C:38](O)=[O:39])[N:35]=[CH:34]1, predict the reaction product. The product is: [F:1][C:2]1[CH:11]=[C:10]([F:12])[CH:9]=[C:8]2[C:3]=1[C:4]([NH:20][C:21]1[CH:22]=[N:23][CH:24]=[C:25]([N:27]3[CH2:32][CH2:31][O:30][CH2:29][CH2:28]3)[CH:26]=1)=[C:5]([CH3:19])[C:6]([N:13]1[CH2:14][CH2:15][N:16]([C:38]([C:36]3[N:35]=[CH:34][O:33][CH:37]=3)=[O:39])[CH2:17][CH2:18]1)=[N:7]2. (4) Given the reactants [CH2:1]([O:3][C:4](=[O:48])[CH2:5][CH2:6][CH2:7][O:8][C:9]1[CH:14]=[CH:13][CH:12]=[C:11]([CH2:15][CH2:16][CH2:17][CH2:18][CH2:19][CH2:20][O:21][C:22]2[CH:23]=[C:24]([C:33]3[CH:38]=[CH:37][C:36](F)=[C:35](F)[CH:34]=3)[CH:25]=[C:26]([C:28](=[O:32])[N:29]([CH3:31])[CH3:30])[CH:27]=2)[C:10]=1[CH2:41][CH2:42][C:43]([O:45][CH2:46][CH3:47])=[O:44])[CH3:2].C(OC(=O)CCCOC1C=CC=C(CCCCCCOC2C=C(C(N3CC[C:80]([F:84])([F:83])[CH2:79]3)=O)C=C(Br)C=2)C=1CCC(OCC)=O)C.C1(B(O)O)C=CC=CC=1.C(=O)([O-])[O-].[Cs+].[Cs+], predict the reaction product. The product is: [CH2:1]([O:3][C:4](=[O:48])[CH2:5][CH2:6][CH2:7][O:8][C:9]1[CH:14]=[CH:13][CH:12]=[C:11]([CH2:15][CH2:16][CH2:17][CH2:18][CH2:19][CH2:20][O:21][C:22]2[CH:23]=[C:24]([C:33]3[CH:38]=[CH:37][CH:36]=[CH:35][CH:34]=3)[CH:25]=[C:26]([C:28]([N:29]3[CH2:30][CH2:79][C:80]([F:84])([F:83])[CH2:31]3)=[O:32])[CH:27]=2)[C:10]=1[CH2:41][CH2:42][C:43]([O:45][CH2:46][CH3:47])=[O:44])[CH3:2]. (5) Given the reactants [CH3:1][C:2]1[C:6]2[C:7](=[O:19])[N:8]([CH2:12][CH2:13][N:14]3[CH2:18][CH2:17][CH2:16][CH2:15]3)[CH2:9][CH2:10][CH2:11][C:5]=2[NH:4][C:3]=1[CH:20]=O.[Br:22][C:23]1[CH:31]=[CH:30][CH:29]=[C:28]2[C:24]=1[CH2:25][C:26](=[O:32])[NH:27]2, predict the reaction product. The product is: [Br:22][C:23]1[CH:31]=[CH:30][CH:29]=[C:28]2[C:24]=1[C:25](=[CH:20][C:3]1[NH:4][C:5]3[CH2:11][CH2:10][CH2:9][N:8]([CH2:12][CH2:13][N:14]4[CH2:15][CH2:16][CH2:17][CH2:18]4)[C:7](=[O:19])[C:6]=3[C:2]=1[CH3:1])[C:26](=[O:32])[NH:27]2. (6) Given the reactants [CH2:1]([O:3][C:4]([C:6]1[N:7]=[CH:8][N:9]2[C:15]=1[CH2:14][N:13](CC1C=CC(OC)=CC=1OC)[C:12](=[O:27])[C:11]1[CH:28]=[C:29]([CH:32]([CH3:34])[CH3:33])[CH:30]=[CH:31][C:10]2=1)=[O:5])[CH3:2].FC(F)(F)S(O)(=O)=O, predict the reaction product. The product is: [CH2:1]([O:3][C:4]([C:6]1[N:7]=[CH:8][N:9]2[C:15]=1[CH2:14][NH:13][C:12](=[O:27])[C:11]1[CH:28]=[C:29]([CH:32]([CH3:33])[CH3:34])[CH:30]=[CH:31][C:10]2=1)=[O:5])[CH3:2]. (7) Given the reactants [C:1]1([C:7]2[CH:8]=[C:9]([C:16]([OH:18])=O)[S:10][C:11]=2[C:12]([F:15])([F:14])[F:13])[CH:6]=[CH:5][CH:4]=[CH:3][CH:2]=1.CC[N:21]=[C:22]=[N:23]CCCN(C)C.[CH:30]1[CH:31]=[CH:32][C:33]2N(O)N=[N:36][C:34]=2[CH:35]=1.O1CCO[CH2:42][CH2:41]1, predict the reaction product. The product is: [NH:36]1[C:34]2[C:33](=[CH:32][C:31]([C:22]3[N:23]=[C:16]([C:9]4[S:10][C:11]([C:12]([F:13])([F:14])[F:15])=[C:7]([C:1]5[CH:2]=[CH:3][CH:4]=[CH:5][CH:6]=5)[CH:8]=4)[O:18][N:21]=3)=[CH:30][CH:35]=2)[CH:42]=[CH:41]1.